From a dataset of Full USPTO retrosynthesis dataset with 1.9M reactions from patents (1976-2016). Predict the reactants needed to synthesize the given product. (1) Given the product [F:18][C:19]1[CH:26]=[CH:25][C:24]([C:27]2([CH3:32])[O:28][CH2:29][CH2:30][O:31]2)=[CH:23][C:20]=1[CH:21]([C:6]1[N:2]([CH3:1])[N:3]=[C:4]([C:7]2[CH:8]=[CH:9][CH:10]=[CH:11][CH:12]=2)[N:5]=1)[OH:22], predict the reactants needed to synthesize it. The reactants are: [CH3:1][N:2]1[CH:6]=[N:5][C:4]([C:7]2[CH:12]=[CH:11][CH:10]=[CH:9][CH:8]=2)=[N:3]1.C([Li])CCC.[F:18][C:19]1[CH:26]=[CH:25][C:24]([C:27]2([CH3:32])[O:31][CH2:30][CH2:29][O:28]2)=[CH:23][C:20]=1[CH:21]=[O:22]. (2) Given the product [CH2:3]1[C:4]2([CH2:5][N:6]([C:9]([O:11][CH2:12][C:13]3[CH:18]=[CH:17][CH:16]=[CH:15][CH:14]=3)=[O:10])[CH2:7][CH2:8]2)[CH2:1][NH:2]1, predict the reactants needed to synthesize it. The reactants are: [CH2:1]1[C:4]2([CH2:8][CH2:7][N:6]([C:9]([O:11][CH2:12][C:13]3[CH:18]=[CH:17][CH:16]=[CH:15][CH:14]=3)=[O:10])[CH2:5]2)[CH2:3][N:2]1C(OC(C)(C)C)=O.Cl. (3) Given the product [C:34]([CH2:33][CH2:32][C:29]1[CH:30]=[CH:31][C:26]([NH:25][C:23]([CH:13]2[NH:12][CH:11]([CH2:37][C:38]([CH3:41])([CH3:40])[CH3:39])[C:10]3([C:5]4[C:6](=[CH:7][C:2]([Cl:1])=[CH:3][CH:4]=4)[NH:8][C:9]3=[O:42])[CH:14]2[C:15]2[CH:20]=[CH:19][CH:18]=[C:17]([Cl:21])[C:16]=2[F:22])=[O:24])=[CH:27][CH:28]=1)(=[O:35])[NH2:46], predict the reactants needed to synthesize it. The reactants are: [Cl:1][C:2]1[CH:7]=[C:6]2[NH:8][C:9](=[O:42])[C@:10]3([C@@H:14]([C:15]4[CH:20]=[CH:19][CH:18]=[C:17]([Cl:21])[C:16]=4[F:22])[C@H:13]([C:23]([NH:25][C:26]4[CH:31]=[CH:30][C:29]([CH2:32][CH2:33][C:34](O)=[O:35])=[CH:28][CH:27]=4)=[O:24])[NH:12][C@H:11]3[CH2:37][C:38]([CH3:41])([CH3:40])[CH3:39])[C:5]2=[CH:4][CH:3]=1.C([N:46](CC)C(C)C)(C)C.F[P-](F)(F)(F)(F)F.N1(OC(N(C)C)=[N+](C)C)C2N=CC=CC=2N=N1.[NH4+].[Cl-].